From a dataset of Reaction yield outcomes from USPTO patents with 853,638 reactions. Predict the reaction yield, written as a fraction of the theoretical maximum amount of product (1.0 means a 100% yield; for example, 0.34 means a 34% yield). (1) The reactants are [F:1][C:2]([F:24])([F:23])[C:3]1[CH:4]=[C:5]([C:13]2[N:17]=[CH:16][N:15](/[CH:18]=[CH:19]\[C:20](O)=[O:21])[N:14]=2)[CH:6]=[C:7]([C:9]([F:12])([F:11])[F:10])[CH:8]=1.Cl.[NH2:26][N:27]1[CH2:31][CH2:30][CH2:29][CH2:28]1.C(P1(=O)OP(CCC)(=O)OP(CCC)(=O)O1)CC.CCN(C(C)C)C(C)C. The catalyst is CCOC(C)=O.C(Cl)Cl. The product is [F:12][C:9]([F:10])([F:11])[C:7]1[CH:6]=[C:5]([C:13]2[N:17]=[CH:16][N:15](/[CH:18]=[CH:19]\[C:20]([NH:26][N:27]3[CH2:31][CH2:30][CH2:29][CH2:28]3)=[O:21])[N:14]=2)[CH:4]=[C:3]([C:2]([F:1])([F:24])[F:23])[CH:8]=1. The yield is 0.0170. (2) The reactants are Cl[C:2]1[N:7]=[CH:6][C:5]([O:8][CH:9]2[CH2:14][CH2:13][CH2:12][CH2:11][CH2:10]2)=[CH:4][CH:3]=1.[Cu][C:16]#[N:17].CN1C(=O)CCC1. The catalyst is [NH4+].[OH-]. The product is [CH:9]1([O:8][C:5]2[CH:4]=[CH:3][C:2]([C:16]#[N:17])=[N:7][CH:6]=2)[CH2:14][CH2:13][CH2:12][CH2:11][CH2:10]1. The yield is 0.570. (3) The reactants are BrC1C=C[C:5](NCC(OC)=O)=[N:6]C=1.[F:14][C:15]1[CH:16]=[CH:17][CH:18]=[C:19]2[C:23]=1[N:22]([CH3:24])[CH:21]=[C:20]2[CH:25]=O.CN1C2C(=CC=CC=2)C(C)=C1C=O. No catalyst specified. The product is [F:14][C:15]1[CH:16]=[CH:17][CH:18]=[C:19]2[C:23]=1[N:22]([CH3:24])[CH:21]=[C:20]2[CH2:25][NH:6][CH3:5]. The yield is 0.720. (4) The yield is 0.870. The product is [C:1]([C:3]1[CH:19]=[CH:18][C:6]([O:7][C:8]2[CH:9]=[CH:10][C:11]3[B:15]([OH:16])[O:14][CH2:13][C:12]=3[CH:17]=2)=[CH:5][C:4]=1[O:20][CH3:22])#[N:2]. The reactants are [C:1]([C:3]1[CH:19]=[CH:18][C:6]([O:7][C:8]2[CH:9]=[CH:10][C:11]3[B:15]([OH:16])[O:14][CH2:13][C:12]=3[CH:17]=2)=[CH:5][C:4]=1[OH:20])#[N:2].I[CH3:22].[H-].[Na+].Cl. The catalyst is CN(C)C=O.O.